Dataset: Retrosynthesis with 50K atom-mapped reactions and 10 reaction types from USPTO. Task: Predict the reactants needed to synthesize the given product. (1) Given the product COc1cc(COc2cc(NC(=O)c3ccc(N4C[C@H](C)N(C)[C@H](C)C4)cc3)[nH]n2)cc(OC)c1, predict the reactants needed to synthesize it. The reactants are: CCOC(=O)c1ccc(N2C[C@H](C)N(C)[C@H](C)C2)cc1.COc1cc(COc2cc(N)[nH]n2)cc(OC)c1. (2) Given the product COC(=O)C[C@@H]1COc2cc(O[C@@H]3CCc4c(Oc5c(C)cccc5C)ccc(F)c43)ccc21, predict the reactants needed to synthesize it. The reactants are: COC(=O)C[C@@H]1COc2cc(O[C@@H]3CCc4c(O)ccc(F)c43)ccc21.Cc1cccc(C)c1B(O)O. (3) Given the product Cc1cc2c(NCCc3ccc4c(c3)OCO4)nc(-c3ccno3)nc2s1, predict the reactants needed to synthesize it. The reactants are: Cc1cc2c(Cl)nc(-c3ccno3)nc2s1.NCCc1ccc2c(c1)OCO2. (4) Given the product Nc1cccc(Nc2ncc(F)c(Nc3ccc4c(c3)OCCO4)n2)c1, predict the reactants needed to synthesize it. The reactants are: Fc1cnc(Cl)nc1Nc1ccc2c(c1)OCCO2.Nc1cccc(N)c1. (5) The reactants are: COC(=O)c1cccc(-c2cc(Br)c3nccn3n2)c1.Nc1cccc(N2CCCC2CO)n1. Given the product COC(=O)c1cccc(-c2cc(Nc3cccc(N4CCCC4CO)n3)c3nccn3n2)c1, predict the reactants needed to synthesize it. (6) Given the product CCN(Cc1cc(C(F)(F)F)ccc1Oc1cccc(CC(=O)OC)c1)S(=O)(=O)c1ccc(Br)cc1, predict the reactants needed to synthesize it. The reactants are: CCNCc1cc(C(F)(F)F)ccc1Oc1cccc(CC(=O)OC)c1.O=S(=O)(Cl)c1ccc(Br)cc1.